Dataset: Forward reaction prediction with 1.9M reactions from USPTO patents (1976-2016). Task: Predict the product of the given reaction. (1) Given the reactants [CH3:1][S:2]([C:5]1[CH:28]=[CH:27][C:8]([O:9][C:10]2[C:11]([CH:24]=CC)=[C:12]([C:20]([O:22][CH3:23])=[O:21])[CH:13]=[C:14]([CH:19]=2)[C:15]([O:17][CH3:18])=[O:16])=[CH:7][CH:6]=1)(=[O:4])=[O:3].[O:29]=[O+][O-], predict the reaction product. The product is: [CH:24]([C:11]1[C:10]([O:9][C:8]2[CH:7]=[CH:6][C:5]([S:2]([CH3:1])(=[O:4])=[O:3])=[CH:28][CH:27]=2)=[CH:19][C:14]([C:15]([O:17][CH3:18])=[O:16])=[CH:13][C:12]=1[C:20]([O:22][CH3:23])=[O:21])=[O:29]. (2) Given the reactants [C:1]([O-:4])([O-])=O.[Cs+].[Cs+].[Cl:7][C:8]1[CH:36]=[C:35]([Cl:37])[CH:34]=[CH:33][C:9]=1[C:10]([NH:12][CH2:13][C:14]1([C:26]2[C:31](O)=[CH:30][CH:29]=[CH:28][N:27]=2)[CH2:19][CH2:18][N:17]([S:20]([CH2:23][CH2:24][CH3:25])(=[O:22])=[O:21])[CH2:16][CH2:15]1)=[O:11], predict the reaction product. The product is: [Cl:7][C:8]1[CH:36]=[C:35]([Cl:37])[CH:34]=[CH:33][C:9]=1[C:10]([NH:12][CH2:13][C:14]1([C:26]2[C:31]([O:4][CH3:1])=[CH:30][CH:29]=[CH:28][N:27]=2)[CH2:15][CH2:16][N:17]([S:20]([CH2:23][CH2:24][CH3:25])(=[O:22])=[O:21])[CH2:18][CH2:19]1)=[O:11].